This data is from Reaction yield outcomes from USPTO patents with 853,638 reactions. The task is: Predict the reaction yield, written as a fraction of the theoretical maximum amount of product (1.0 means a 100% yield; for example, 0.34 means a 34% yield). (1) The reactants are [H-].[Na+].[C:3]1([OH:9])[CH:8]=[CH:7][CH:6]=[CH:5][CH:4]=1.[CH2:10]([O:12][C:13](=[O:22])[C:14]1[C:19](Cl)=[CH:18][C:17]([Cl:21])=[N:16][CH:15]=1)[CH3:11]. The catalyst is CN(C)C=O. The product is [CH2:10]([O:12][C:13](=[O:22])[C:14]1[C:19]([O:9][C:3]2[CH:8]=[CH:7][CH:6]=[CH:5][CH:4]=2)=[CH:18][C:17]([Cl:21])=[N:16][CH:15]=1)[CH3:11]. The yield is 0.704. (2) The reactants are [OH:1]O.[Cl:3][C:4]1[C:9](B(O)O)=[CH:8][CH:7]=[C:6]([Cl:13])[N:5]=1. The catalyst is C(Cl)Cl. The product is [Cl:3][C:4]1[C:9]([OH:1])=[CH:8][CH:7]=[C:6]([Cl:13])[N:5]=1. The yield is 0.914. (3) The reactants are N.F[C:3](F)(F)[C:4]([NH:6][CH2:7][CH2:8][CH2:9][N:10]([CH3:28])[CH2:11][CH2:12][CH2:13][NH:14][C:15]1[N:16]=[N+:17]([O-:27])[C:18]2[CH:25]=[C:24]([CH3:26])[CH:23]=[CH:22][C:19]=2[N+:20]=1[O-:21])=[O:5].N1(C([C:38]2[C:51]3[C:42](=[N:43][C:44]4[C:49]([N:50]=3)=C[CH:47]=[CH:46][CH:45]=4)[CH:41]=[CH:40][CH:39]=2)=O)C=CN=C1. The catalyst is CO. The product is [CH3:28][N:10]([CH2:11][CH2:12][CH2:13][NH:14][C:15]1[N:16]=[N+:17]([O-:27])[C:18]2[CH:25]=[C:24]([CH3:26])[CH:23]=[CH:22][C:19]=2[N+:20]=1[O-:21])[CH2:9][CH2:8][CH2:7][NH:6][C:4]([C:3]1[C:49]2[C:44](=[N:43][C:42]3[C:51]([N:50]=2)=[CH:38][CH:39]=[CH:40][CH:41]=3)[CH:45]=[CH:46][CH:47]=1)=[O:5]. The yield is 1.00. (4) The reactants are Cl.[F:2][C:3]([F:21])([F:20])[O:4][C:5]1[CH:6]=[C:7]([CH:11]2[CH2:14][C:13]3([CH2:19][CH2:18][NH:17][CH2:16][CH2:15]3)[CH2:12]2)[CH:8]=[CH:9][CH:10]=1.CC1C=C(C2CC3(CCN([C:38]([O:40][C:41]4[CH:46]=[CH:45][C:44]([N+:47]([O-:49])=[O:48])=[CH:43][CH:42]=4)=[O:39])CC3)C2)C=CC=1. No catalyst specified. The product is [F:21][C:3]([F:2])([F:20])[O:4][C:5]1[CH:6]=[C:7]([CH:11]2[CH2:14][C:13]3([CH2:15][CH2:16][N:17]([C:38]([O:40][C:41]4[CH:42]=[CH:43][C:44]([N+:47]([O-:49])=[O:48])=[CH:45][CH:46]=4)=[O:39])[CH2:18][CH2:19]3)[CH2:12]2)[CH:8]=[CH:9][CH:10]=1. The yield is 0.920. (5) The reactants are [Br:1][C:2]1[C:3]([N:24]2[CH2:29][CH2:28][CH2:27][C@@H:26]([NH:30]C(=O)OC(C)(C)C)[CH2:25]2)=[C:4]2[C:10]([NH:11][C:12]([C:14]3[CH:23]=[N:22][C:21]4[C:16](=[CH:17][CH:18]=[CH:19][CH:20]=4)[N:15]=3)=[O:13])=[CH:9][NH:8][C:5]2=[N:6][CH:7]=1.C(O)(C(F)(F)F)=O.C(Cl)[Cl:46]. No catalyst specified. The product is [ClH:46].[NH2:30][C@@H:26]1[CH2:27][CH2:28][CH2:29][N:24]([C:3]2[C:2]([Br:1])=[CH:7][N:6]=[C:5]3[NH:8][CH:9]=[C:10]([NH:11][C:12]([C:14]4[CH:23]=[N:22][C:21]5[C:16](=[CH:17][CH:18]=[CH:19][CH:20]=5)[N:15]=4)=[O:13])[C:4]=23)[CH2:25]1. The yield is 0.180. (6) The catalyst is CC(N(C)C)=O. The product is [N:1]1([C@H:7]2[CH2:8][CH2:9][C@H:10]([C:13]([OH:15])=[O:14])[CH2:11][CH2:12]2)[CH2:5][CH2:4][CH2:3][C:2]1=[O:6]. The yield is 1.03. The reactants are [N:1]1([CH:7]2[CH2:12][CH2:11][CH:10]([C:13]([O:15]C)=[O:14])[CH2:9][CH2:8]2)[CH2:5][CH2:4][CH2:3][C:2]1=[O:6].C[Si](C)(C)N[Si](C)(C)C.[Na].O. (7) The reactants are [NH2:1][C:2]1[N:9]=[CH:8][CH:7]=[C:6]([O:10]C)[C:3]=1[C:4]#[N:5].Br[CH:13]([CH2:16][C:17]([F:20])([F:19])[F:18])[CH:14]=O.CCOCC. The catalyst is CCO. The product is [OH:10][C:6]1[CH:7]=[CH:8][N:9]2[C:13]([CH2:16][C:17]([F:20])([F:19])[F:18])=[CH:14][N:1]=[C:2]2[C:3]=1[C:4]#[N:5]. The yield is 0.180. (8) The reactants are [Cl-].C([Al+]CC)C.Cl.[CH3:8][NH:9][O:10][CH3:11].[Br:12][C:13]1[S:17][C:16]2=[C:18]([C:21]([O:23]C)=O)[N:19]=[CH:20][N:15]2[CH:14]=1.P([O-])([O-])([O-])=O. The catalyst is ClCCl. The product is [CH3:11][O:10][N:9]([CH3:8])[C:21]([C:18]1[N:19]=[CH:20][N:15]2[CH:14]=[C:13]([Br:12])[S:17][C:16]=12)=[O:23]. The yield is 0.880. (9) The reactants are [F:1][C:2]1[C:3]([CH2:22][N:23](C)[C:24](=O)OC(C)(C)C)=[CH:4][N:5]([S:14]([C:17]2[S:18][CH:19]=[CH:20][N:21]=2)(=[O:16])=[O:15])[C:6]=1[C:7]1[C:8]([F:13])=[N:9][CH:10]=[CH:11][CH:12]=1.C(OCC)(=O)C.[ClH:38]. The catalyst is C(OCC)(=O)C.C(O)C. The product is [ClH:38].[F:1][C:2]1[C:3]([CH2:22][NH:23][CH3:24])=[CH:4][N:5]([S:14]([C:17]2[S:18][CH:19]=[CH:20][N:21]=2)(=[O:16])=[O:15])[C:6]=1[C:7]1[C:8]([F:13])=[N:9][CH:10]=[CH:11][CH:12]=1. The yield is 0.440.